From a dataset of Full USPTO retrosynthesis dataset with 1.9M reactions from patents (1976-2016). Predict the reactants needed to synthesize the given product. (1) Given the product [CH3:14][NH:15][C:6](=[O:7])[C:5](=[O:11])[CH2:4][C:3]([N:2]([CH3:13])[CH3:1])=[O:12], predict the reactants needed to synthesize it. The reactants are: [CH3:1][N:2]([CH3:13])[C:3](=[O:12])[CH2:4][C:5](=[O:11])[C:6](OCC)=[O:7].[CH3:14][NH2:15]. (2) Given the product [C:1]([O:5][C:6]([N:8]1[C:12]2[N:13]=[C:14]([C:18]3[CH:23]=[CH:22][CH:21]=[CH:20][CH:19]=3)[N:15]=[C:16]([Cl:17])[C:11]=2[CH:10]=[C:9]1[CH:24]=[N:35][O:34][CH2:27][C:28]1[CH:33]=[CH:32][CH:31]=[CH:30][CH:29]=1)=[O:7])([CH3:4])([CH3:3])[CH3:2], predict the reactants needed to synthesize it. The reactants are: [C:1]([O:5][C:6]([N:8]1[C:12]2[N:13]=[C:14]([C:18]3[CH:23]=[CH:22][CH:21]=[CH:20][CH:19]=3)[N:15]=[C:16]([Cl:17])[C:11]=2[CH:10]=[C:9]1[CH:24]=O)=[O:7])([CH3:4])([CH3:3])[CH3:2].Cl.[CH2:27]([O:34][NH2:35])[C:28]1[CH:33]=[CH:32][CH:31]=[CH:30][CH:29]=1.N1C=CC=CC=1.[NH4+].[Cl-]. (3) Given the product [Br:3][C:4]1[C:9]([N:10]2[CH2:15][CH2:14][C:13](=[N:27][OH:26])[CH2:12][CH2:11]2)=[CH:8][CH:7]=[C:6]([O:17][CH3:18])[N:5]=1, predict the reactants needed to synthesize it. The reactants are: CO.[Br:3][C:4]1[C:9]([N:10]2[CH2:15][CH2:14][C:13](=O)[CH2:12][CH2:11]2)=[CH:8][CH:7]=[C:6]([O:17][CH3:18])[N:5]=1.C(=O)([O-])[O-].[K+].[K+].[Cl-].[OH:26][NH3+:27]. (4) Given the product [CH3:1][O:2][C:3]1[CH:32]=[CH:31][C:6]([CH2:7][O:8][C:9]2[CH:10]=[CH:11][C:12]3[N:13]([C:15]([CH3:19])=[C:16]([NH2:18])[N:20]=3)[CH:14]=2)=[CH:5][CH:4]=1, predict the reactants needed to synthesize it. The reactants are: [CH3:1][O:2][C:3]1[CH:32]=[CH:31][C:6]([CH2:7][O:8][C:9]2[CH:10]=[CH:11][C:12](=[N:20]S(C3C=CC(C)=CC=3)(=O)=O)[N:13]([CH:15]([CH3:19])[C:16]([NH2:18])=O)[CH:14]=2)=[CH:5][CH:4]=1.FC(F)(F)C(OC(=O)C(F)(F)F)=O.[OH-].[Na+].O. (5) Given the product [CH3:14][O:13][C:12](=[O:17])[CH2:2][C:3]([S:1][C:2]1[CH:7]=[C:6]([CH3:8])[C:5]([OH:9])=[C:4]([CH3:10])[C:3]=1[CH3:11])([CH3:11])[CH3:4], predict the reactants needed to synthesize it. The reactants are: [SH:1][C:2]1[CH:7]=[C:6]([CH3:8])[C:5]([OH:9])=[C:4]([CH3:10])[C:3]=1[CH3:11].[CH:12]([O:17]C)(OC)[O:13][CH3:14]. (6) Given the product [O:49]1[C:53]2[CH:54]=[CH:55][C:56]([C:58]3[CH:59]=[C:60]([NH:64][C:22]([C:17]4[C:18](=[O:21])[O:19][C:20]5[C:15]([CH:16]=4)=[CH:14][CH:13]=[CH:12][C:11]=5[OH:10])=[O:24])[CH:61]=[CH:62][CH:63]=3)=[CH:57][C:52]=2[O:51][CH2:50]1, predict the reactants needed to synthesize it. The reactants are: CCN(C(C)C)C(C)C.[OH:10][C:11]1[CH:12]=[CH:13][CH:14]=[C:15]2[C:20]=1[O:19][C:18](=[O:21])[C:17]([C:22]([OH:24])=O)=[CH:16]2.CN(C(ON1N=NC2C=CC=NC1=2)=[N+](C)C)C.F[P-](F)(F)(F)(F)F.[O:49]1[C:53]2[CH:54]=[CH:55][C:56]([C:58]3[CH:59]=[C:60]([NH2:64])[CH:61]=[CH:62][CH:63]=3)=[CH:57][C:52]=2[O:51][CH2:50]1. (7) Given the product [NH2:31][C:26]1[CH:27]=[CH:28][CH:29]=[CH:30][C:25]=1[NH:32][C:22]([C:18]1[C:19]2[C:14](=[CH:13][C:12]([O:11][C:4]3[C:5]4[C:10](=[CH:9][CH:8]=[CH:7][CH:6]=4)[N:1]=[CH:2][CH:3]=3)=[CH:21][CH:20]=2)[CH:15]=[CH:16][CH:17]=1)=[O:24], predict the reactants needed to synthesize it. The reactants are: [N:1]1[C:10]2[C:5](=[CH:6][CH:7]=[CH:8][CH:9]=2)[C:4]([O:11][C:12]2[CH:13]=[C:14]3[C:19](=[CH:20][CH:21]=2)[C:18]([C:22]([OH:24])=O)=[CH:17][CH:16]=[CH:15]3)=[CH:3][CH:2]=1.[C:25]1([NH2:32])[CH:30]=[CH:29][CH:28]=[CH:27][C:26]=1[NH2:31].